The task is: Predict which catalyst facilitates the given reaction.. This data is from Catalyst prediction with 721,799 reactions and 888 catalyst types from USPTO. Reactant: [NH:1]1[C:9]2[C:4](=[CH:5][CH:6]=[CH:7][CH:8]=2)[C:3]([NH2:10])=[N:2]1.C([O-])([O-])=O.[K+].[K+].Br[CH2:18][C:19]([O:21][CH2:22][CH3:23])=[O:20]. Product: [NH:1]1[C:9]2[C:4](=[CH:5][CH:6]=[CH:7][CH:8]=2)[C:3]([NH:10][CH2:18][C:19]([O:21][CH2:22][CH3:23])=[O:20])=[N:2]1. The catalyst class is: 31.